Dataset: Catalyst prediction with 721,799 reactions and 888 catalyst types from USPTO. Task: Predict which catalyst facilitates the given reaction. (1) Reactant: Br[C:2]1[C:10]2[C:5](=[CH:6][C:7]([C:12](=[O:14])[CH3:13])=[CH:8][C:9]=2[Cl:11])[N:4]([CH2:15][CH2:16][CH2:17][O:18][CH3:19])[N:3]=1.[C:20](=O)([O-])[O-].[K+].[K+].CB1OB(C)OB(C)O1.O. Product: [Cl:11][C:9]1[CH:8]=[C:7]([C:12](=[O:14])[CH3:13])[CH:6]=[C:5]2[C:10]=1[C:2]([CH3:20])=[N:3][N:4]2[CH2:15][CH2:16][CH2:17][O:18][CH3:19]. The catalyst class is: 75. (2) Reactant: [F:1][C:2]([F:23])([F:22])[C:3]1[CH:21]=[CH:20][C:6]([CH2:7][O:8][CH:9]([C:12]2[N:17]=[C:16]([CH2:18][OH:19])[CH:15]=[CH:14][CH:13]=2)[CH2:10][CH3:11])=[CH:5][CH:4]=1. Product: [F:22][C:2]([F:1])([F:23])[C:3]1[CH:4]=[CH:5][C:6]([CH2:7][O:8][CH:9]([C:12]2[N:17]=[C:16]([CH:18]=[O:19])[CH:15]=[CH:14][CH:13]=2)[CH2:10][CH3:11])=[CH:20][CH:21]=1. The catalyst class is: 16. (3) Reactant: [N:1]1[N:5]2[CH2:6][CH2:7][CH2:8][NH:9][CH2:10][C:4]2=[CH:3][C:2]=1[C:11]([N:13]1[CH:18]2[CH2:19][CH2:20][CH2:21][CH:14]1[CH2:15][CH:16]([C:22]([O:24][CH2:25][CH3:26])=[O:23])[CH2:17]2)=[O:12].Cl[C:28](Cl)([O:30]C(=O)OC(Cl)(Cl)Cl)Cl.CCN(CC)CC.[Cl:46][C:47]1[CH:48]=[C:49]([CH2:54][NH2:55])[CH:50]=[C:51]([Cl:53])[CH:52]=1. Product: [Cl:46][C:47]1[CH:48]=[C:49]([CH:50]=[C:51]([Cl:53])[CH:52]=1)[CH2:54][NH:55][C:28]([N:9]1[CH2:8][CH2:7][CH2:6][N:5]2[N:1]=[C:2]([C:11]([N:13]3[CH:14]4[CH2:21][CH2:20][CH2:19][CH:18]3[CH2:17][CH:16]([C:22]([O:24][CH2:25][CH3:26])=[O:23])[CH2:15]4)=[O:12])[CH:3]=[C:4]2[CH2:10]1)=[O:30]. The catalyst class is: 4. (4) Reactant: [OH:1][CH2:2][CH:3]1[CH2:7][CH2:6][CH2:5][NH:4]1.[C:8](Cl)(=[O:10])[CH3:9].[OH-].[K+]. Product: [OH:1][CH2:2][CH:3]1[CH2:7][CH2:6][CH2:5][N:4]1[C:8](=[O:10])[CH3:9]. The catalyst class is: 4. (5) Reactant: [C:1]([C:3]1[CH:8]=[CH:7][C:6]([NH:9][C:10]2[C:22]([F:23])=[C:21]([F:24])[CH:20]=[CH:19][C:11]=2[C:12]([NH:14][O:15][CH2:16][CH2:17][OH:18])=[O:13])=[C:5]([F:25])[CH:4]=1)#[CH:2]. Product: [CH2:1]([C:3]1[CH:8]=[CH:7][C:6]([NH:9][C:10]2[C:22]([F:23])=[C:21]([F:24])[CH:20]=[CH:19][C:11]=2[C:12]([NH:14][O:15][CH2:16][CH2:17][OH:18])=[O:13])=[C:5]([F:25])[CH:4]=1)[CH3:2]. The catalyst class is: 358. (6) Reactant: C(OC([N:8]1[C:12]2=[C:13]([Cl:25])[N:14]=[CH:15][C:16]([C:17]([N:19]3[CH2:24][CH2:23][O:22][CH2:21][CH2:20]3)=[O:18])=[C:11]2[C:10]([CH3:26])=[CH:9]1)=O)(C)(C)C.[NH:27]1[CH2:32][CH2:31][O:30][CH2:29][CH2:28]1.CS(O)(=O)=O. Product: [ClH:25].[CH3:26][C:10]1[C:11]2[C:12](=[C:13]([N:27]3[CH2:32][CH2:31][O:30][CH2:29][CH2:28]3)[N:14]=[CH:15][C:16]=2[C:17]([N:19]2[CH2:20][CH2:21][O:22][CH2:23][CH2:24]2)=[O:18])[NH:8][CH:9]=1. The catalyst class is: 169. (7) Reactant: [ClH:1].C(OC([N:9]1[C@@H:13]([CH3:14])[CH2:12][CH2:11][C@H:10]1[C:15]1[NH:16][C:17]([C:20]2[CH:25]=[CH:24][C:23]([C:26]3[CH:27]=[C:28]4[C:33](=[CH:34][CH:35]=3)[N:32]=[C:31]([C:36]3[NH:40][C:39]([C@@H:41]5[CH2:45][CH2:44][C@H:43]([CH3:46])[N:42]5C(OC(C)(C)C)=O)=[N:38][CH:37]=3)[CH:30]=[CH:29]4)=[CH:22][CH:21]=2)=[CH:18][N:19]=1)=O)(C)(C)C. Product: [ClH:1].[CH3:46][C@@H:43]1[NH:42][C@H:41]([C:39]2[NH:40][C:36]([C:31]3[CH:30]=[CH:29][C:28]4[C:33](=[CH:34][CH:35]=[C:26]([C:23]5[CH:22]=[CH:21][C:20]([C:17]6[NH:16][C:15]([C@@H:10]7[CH2:11][CH2:12][C@H:13]([CH3:14])[NH:9]7)=[N:19][CH:18]=6)=[CH:25][CH:24]=5)[CH:27]=4)[N:32]=3)=[CH:37][N:38]=2)[CH2:45][CH2:44]1. The catalyst class is: 12.